From a dataset of Full USPTO retrosynthesis dataset with 1.9M reactions from patents (1976-2016). Predict the reactants needed to synthesize the given product. (1) Given the product [CH:1]1([CH2:7][CH2:8][O:9][C:10]2[N:11]=[CH:12][C:13]([CH2:14][N:30]3[CH2:31][CH2:32][N:27]([C:25]([NH:24][C:20]4[CH:19]=[N:18][CH:23]=[CH:22][CH:21]=4)=[O:26])[CH2:28][CH2:29]3)=[CH:16][CH:17]=2)[CH2:6][CH2:5][CH2:4][CH2:3][CH2:2]1, predict the reactants needed to synthesize it. The reactants are: [CH:1]1([CH2:7][CH2:8][O:9][C:10]2[CH:17]=[CH:16][C:13]([CH:14]=O)=[CH:12][N:11]=2)[CH2:6][CH2:5][CH2:4][CH2:3][CH2:2]1.[N:18]1[CH:23]=[CH:22][CH:21]=[C:20]([NH:24][C:25]([N:27]2[CH2:32][CH2:31][NH:30][CH2:29][CH2:28]2)=[O:26])[CH:19]=1.[BH-](OC(C)=O)(OC(C)=O)OC(C)=O.[Na+].[OH-].[Na+]. (2) Given the product [CH2:1]=[C:2]1[CH2:5][CH:4]([C:6]([O:8][CH3:9])=[O:7])[CH2:3]1, predict the reactants needed to synthesize it. The reactants are: [CH2:1]=[C:2]1[CH2:5][CH:4]([C:6]([OH:8])=[O:7])[CH2:3]1.[CH3:9][Si](C=[N+]=[N-])(C)C.CC(O)=O. (3) Given the product [Cl:1][C:2]1[CH:3]=[CH:4][C:5]2[C:11]3[N:12]=[C:13]([NH:16][C:17]4[CH:22]=[CH:21][CH:20]=[C:19]([C:28]#[C:27][CH2:26][N:29]5[CH2:33][CH2:32][CH2:31][CH2:30]5)[CH:18]=4)[N:14]=[CH:15][C:10]=3[CH2:9][C:8](=[O:24])[NH:7][C:6]=2[CH:25]=1, predict the reactants needed to synthesize it. The reactants are: [Cl:1][C:2]1[CH:3]=[CH:4][C:5]2[C:11]3[N:12]=[C:13]([NH:16][C:17]4[CH:22]=[CH:21][CH:20]=[C:19](I)[CH:18]=4)[N:14]=[CH:15][C:10]=3[CH2:9][C:8](=[O:24])[NH:7][C:6]=2[CH:25]=1.[CH2:26]([N:29]1[CH2:33][CH2:32][CH2:31][CH2:30]1)[C:27]#[CH:28]. (4) Given the product [F:10][C:9]([F:11])([F:12])[C:7]1[CH:6]=[C:5]([C:13]2[N:17]=[CH:16][N:15](/[CH:18]=[CH:19]\[C:20]([NH:27][N:26]([CH3:25])[C:28](=[O:36])[CH2:29][N:30]3[CH2:35][CH2:34][O:33][CH2:32][CH2:31]3)=[O:21])[N:14]=2)[CH:4]=[C:3]([C:2]([F:24])([F:23])[F:1])[CH:8]=1, predict the reactants needed to synthesize it. The reactants are: [F:1][C:2]([F:24])([F:23])[C:3]1[CH:4]=[C:5]([C:13]2[N:17]=[CH:16][N:15](/[CH:18]=[CH:19]\[C:20](O)=[O:21])[N:14]=2)[CH:6]=[C:7]([C:9]([F:12])([F:11])[F:10])[CH:8]=1.[CH3:25][N:26]([C:28](=[O:36])[CH2:29][N:30]1[CH2:35][CH2:34][O:33][CH2:32][CH2:31]1)[NH2:27].C(P1(=O)OP(CCC)(=O)OP(CCC)(=O)O1)CC.CCN(C(C)C)C(C)C. (5) Given the product [F:24][C:21]1([F:25])[CH2:22][CH2:23][CH:18]([NH:17][C:4]2[N:5]=[C:6]([NH:8][CH:9]3[CH2:14][CH2:13][C:12]([F:16])([F:15])[CH2:11][CH2:10]3)[N:7]=[C:2]([C:34]3[C:35]([C:39]([F:42])([F:41])[F:40])=[N:36][NH:37][CH:38]=3)[N:3]=2)[CH2:19][CH2:20]1, predict the reactants needed to synthesize it. The reactants are: Cl[C:2]1[N:7]=[C:6]([NH:8][CH:9]2[CH2:14][CH2:13][C:12]([F:16])([F:15])[CH2:11][CH2:10]2)[N:5]=[C:4]([NH:17][CH:18]2[CH2:23][CH2:22][C:21]([F:25])([F:24])[CH2:20][CH2:19]2)[N:3]=1.CC1(C)C(C)(C)OB([C:34]2[C:35]([C:39]([F:42])([F:41])[F:40])=[N:36][NH:37][CH:38]=2)O1.C([O-])([O-])=O.[K+].[K+]. (6) Given the product [CH3:34][CH:35]([CH3:46])[CH:36]([C:40]1[CH:45]=[CH:44][CH:43]=[CH:42][CH:41]=1)[CH2:37][CH2:38][CH:7]=[O:6], predict the reactants needed to synthesize it. The reactants are: C([Li])CCC.[O:6]1CCC[CH2:7]1.[Cl-].COC[P+](C1C=CC=CC=1)(C1C=CC=CC=1)C1C=CC=CC=1.[CH3:34][CH:35]([CH3:46])[CH:36]([C:40]1[CH:45]=[CH:44][CH:43]=[CH:42][CH:41]=1)[CH2:37][CH:38]=O. (7) Given the product [CH3:3][O:4][C:5]1[CH:6]=[C:7]([C:11]2[O:12][C:13]3[CH:19]=[CH:18][C:17]([C:20]([OH:22])=[O:21])=[CH:16][C:14]=3[CH:15]=2)[CH:8]=[CH:9][CH:10]=1, predict the reactants needed to synthesize it. The reactants are: [OH-].[Li+].[CH3:3][O:4][C:5]1[CH:6]=[C:7]([C:11]2[O:12][C:13]3[CH:19]=[CH:18][C:17]([C:20]([O:22]C)=[O:21])=[CH:16][C:14]=3[CH:15]=2)[CH:8]=[CH:9][CH:10]=1.Cl.